Dataset: Full USPTO retrosynthesis dataset with 1.9M reactions from patents (1976-2016). Task: Predict the reactants needed to synthesize the given product. (1) Given the product [F:1][C:2]1[CH:7]=[CH:6][C:5]([C:8]2[C:19](=[O:20])[N:18]([CH3:21])[C:11]3[N:12]=[C:13]([NH:39][CH3:38])[N:14]=[CH:15][C:10]=3[CH:9]=2)=[CH:4][C:3]=1[NH:22][C:23]([NH:25][C:26]1[CH:31]=[C:30]([C:32]2[CH:37]=[CH:36][CH:35]=[CH:34][CH:33]=2)[N:29]=[CH:28][N:27]=1)=[O:24], predict the reactants needed to synthesize it. The reactants are: [F:1][C:2]1[CH:7]=[CH:6][C:5]([C:8]2[C:19](=[O:20])[N:18]([CH3:21])[C:11]3[N:12]=[C:13](SC)[N:14]=[CH:15][C:10]=3[CH:9]=2)=[CH:4][C:3]=1[NH:22][C:23]([NH:25][C:26]1[CH:31]=[C:30]([C:32]2[CH:37]=[CH:36][CH:35]=[CH:34][CH:33]=2)[N:29]=[CH:28][N:27]=1)=[O:24].[CH3:38][NH2:39].C1COCC1. (2) Given the product [C:1]([O:5][C:6]([N:7]1[CH2:11][CH2:12][C:23]([C:24]#[N:25])([C:17]2[CH:18]=[CH:19][C:20]([Cl:22])=[CH:21][C:16]=2[Cl:15])[CH2:9][CH2:8]1)=[O:14])([CH3:4])([CH3:3])[CH3:2], predict the reactants needed to synthesize it. The reactants are: [C:1]([O:5][C:6](=[O:14])[N:7]([CH2:11][CH2:12]Cl)[CH2:8][CH2:9]Cl)([CH3:4])([CH3:3])[CH3:2].[Cl:15][C:16]1[CH:21]=[C:20]([Cl:22])[CH:19]=[CH:18][C:17]=1[CH2:23][C:24]#[N:25].[H-].[Na+]. (3) Given the product [CH3:1][C:2]1[CH:3]=[C:4]([CH2:9][CH:10]([NH:13][CH:14]=[O:15])[CH2:11][CH3:12])[CH:5]=[CH:6][C:7]=1[CH3:8], predict the reactants needed to synthesize it. The reactants are: [CH3:1][C:2]1[CH:3]=[C:4]([CH2:9][CH:10]([NH2:13])[CH2:11][CH3:12])[CH:5]=[CH:6][C:7]=1[CH3:8].[CH:14](OCC)=[O:15].C(N(CC)CC)C. (4) Given the product [C:38]([O:42][NH:22][C:20]([C@H:19]([NH:18][C:16]([N:13]1[C:14](=[O:15])[CH:8]([CH2:7][C:6]2[CH:34]=[C:2]([Cl:1])[CH:3]=[CH:4][C:5]=2[O:35][CH3:36])[CH2:9][NH:10][C:11](=[O:33])[CH2:12]1)=[O:17])[CH2:31][CH3:32])=[O:21])([CH3:41])([CH3:40])[CH3:39], predict the reactants needed to synthesize it. The reactants are: [Cl:1][C:2]1[CH:3]=[CH:4][C:5]([O:35][CH3:36])=[C:6]([CH:34]=1)[CH2:7][CH:8]1[C:14](=[O:15])[N:13]([C:16]([NH:18][CH:19]([CH2:31][CH3:32])[C:20]([NH:22]CC(OC(C)(C)C)=O)=[O:21])=[O:17])[CH2:12][C:11](=[O:33])[NH:10][CH2:9]1.Cl.[C:38]([O:42]C(=O)CN)([CH3:41])([CH3:40])[CH3:39]. (5) Given the product [C:28]([O:27][C:25](=[O:26])[CH2:24][N:18]1[C:17]2[C:12](=[N:13][CH:14]=[CH:15][CH:16]=2)[CH:11]=[C:10]1[CH2:9][CH2:8][CH2:7][O:6][Si:5]([C:1]([CH3:3])([CH3:2])[CH3:4])([CH3:20])[CH3:19])([CH3:31])([CH3:30])[CH3:29], predict the reactants needed to synthesize it. The reactants are: [C:1]([Si:5]([CH3:20])([CH3:19])[O:6][CH2:7][CH2:8][CH2:9][C:10]1[NH:18][C:17]2[C:12](=[N:13][CH:14]=[CH:15][CH:16]=2)[CH:11]=1)([CH3:4])([CH3:3])[CH3:2].[H-].[Na+].Br[CH2:24][C:25]([O:27][C:28]([CH3:31])([CH3:30])[CH3:29])=[O:26]. (6) The reactants are: [N:1]([CH2:4][C@@H:5]1[O:9][C:8](=[O:10])[N:7]([C:11]2[CH:16]=[CH:15][C:14]([N:17]3[CH:21]=[C:20]([CH2:22]Cl)[CH:19]=[N:18]3)=[C:13]([F:24])[CH:12]=2)[CH2:6]1)=[N+:2]=[N-:3].C(=O)([O-])[O-].[K+].[K+].[I-].[K+].[NH:33]1[CH:37]=[CH:36][N:35]=[CH:34]1. Given the product [N:1]([CH2:4][C@@H:5]1[O:9][C:8](=[O:10])[N:7]([C:11]2[CH:16]=[CH:15][C:14]([N:17]3[CH:21]=[C:20]([CH2:22][N:33]4[CH:37]=[CH:36][N:35]=[CH:34]4)[CH:19]=[N:18]3)=[C:13]([F:24])[CH:12]=2)[CH2:6]1)=[N+:2]=[N-:3], predict the reactants needed to synthesize it. (7) The reactants are: [O:1]=[C:2]1[N:7]([CH2:8][C:9]2[CH:10]=[C:11]([CH:15]=[CH:16][CH:17]=2)[C:12](Cl)=[O:13])[N:6]=[C:5]([C:18]2[O:22][N:21]=[C:20]([C:23]3[CH:28]=[CH:27][C:26]([C:29]([CH3:35])([CH3:34])[C:30]([F:33])([F:32])[F:31])=[CH:25][CH:24]=3)[N:19]=2)[CH:4]=[CH:3]1.[CH:36]1([N:39]2[CH2:44][CH2:43][NH:42][CH2:41][CH2:40]2)[CH2:38][CH2:37]1. Given the product [CH:36]1([N:39]2[CH2:44][CH2:43][N:42]([C:12]([C:11]3[CH:10]=[C:9]([CH:17]=[CH:16][CH:15]=3)[CH2:8][N:7]3[C:2](=[O:1])[CH:3]=[CH:4][C:5]([C:18]4[O:22][N:21]=[C:20]([C:23]5[CH:24]=[CH:25][C:26]([C:29]([CH3:35])([CH3:34])[C:30]([F:33])([F:32])[F:31])=[CH:27][CH:28]=5)[N:19]=4)=[N:6]3)=[O:13])[CH2:41][CH2:40]2)[CH2:38][CH2:37]1, predict the reactants needed to synthesize it. (8) The reactants are: [C:1]([O:5][C:6]([NH:8][CH2:9][C:10]1[C:11]([CH2:27][CH:28]([CH3:30])[CH3:29])=[N:12][C:13]([CH3:26])=[C:14]([C:18]=1[C:19]1[CH:24]=[CH:23][C:22]([CH3:25])=[CH:21][CH:20]=1)C(O)=O)=[O:7])([CH3:4])([CH3:3])[CH3:2].C([N:33]([CH2:36]C)CC)C.C1(P([N:52]=[N+]=[N-])(C2C=CC=CC=2)=O)C=CC=CC=1.[OH2:55]. Given the product [NH2:52][C:36]([NH:33][C:14]1[C:18]([C:19]2[CH:24]=[CH:23][C:22]([CH3:25])=[CH:21][CH:20]=2)=[C:10]([CH2:9][NH:8][C:6](=[O:7])[O:5][C:1]([CH3:2])([CH3:3])[CH3:4])[C:11]([CH2:27][CH:28]([CH3:29])[CH3:30])=[N:12][C:13]=1[CH3:26])=[O:55], predict the reactants needed to synthesize it. (9) Given the product [O:6]1[C:5]2[CH:4]=[CH:3][CH:1]=[CH:8][C:7]=2[CH:10]=[CH:9][NH:12]1, predict the reactants needed to synthesize it. The reactants are: [C:1]1([CH:8]=[CH:7][C:5]([OH:6])=[CH:4][CH:3]=1)O.[CH2:9]([NH2:12])[CH:10]=C.C=O.